From a dataset of Forward reaction prediction with 1.9M reactions from USPTO patents (1976-2016). Predict the product of the given reaction. (1) Given the reactants [F:1][CH:2]([F:22])[O:3][C:4]1[CH:9]=[CH:8][C:7]([C:10]2[CH2:14][C:13]([CH3:18])([C:15]([OH:17])=O)[O:12][N:11]=2)=[CH:6][C:5]=1[O:19][CH2:20][CH3:21].C(Cl)(=O)C(Cl)=O.[CH3:29][CH:30]([NH2:37])[C:31]1[CH:36]=[CH:35][CH:34]=[CH:33][CH:32]=1, predict the reaction product. The product is: [F:22][CH:2]([F:1])[O:3][C:4]1[CH:9]=[CH:8][C:7]([C:10]2[CH2:14][C:13]([CH3:18])([C:15]([NH:37][C@@H:30]([C:31]3[CH:36]=[CH:35][CH:34]=[CH:33][CH:32]=3)[CH3:29])=[O:17])[O:12][N:11]=2)=[CH:6][C:5]=1[O:19][CH2:20][CH3:21]. (2) Given the reactants [N+:1]([C:4]1[CH:9]=[CH:8][C:7]([C:10](=O)[CH2:11][NH:12][C:13]([CH:15]2[CH2:20][CH2:19][N:18]([C:21]([O:23][C:24]([CH3:27])([CH3:26])[CH3:25])=[O:22])[CH2:17][CH2:16]2)=O)=[CH:6][CH:5]=1)([O-:3])=[O:2].COC1C=CC(P2(SP(C3C=CC(OC)=CC=3)(=S)S2)=[S:38])=CC=1.C([O-])(O)=O.[Na+], predict the reaction product. The product is: [N+:1]([C:4]1[CH:9]=[CH:8][C:7]([C:10]2[S:38][C:13]([CH:15]3[CH2:20][CH2:19][N:18]([C:21]([O:23][C:24]([CH3:27])([CH3:26])[CH3:25])=[O:22])[CH2:17][CH2:16]3)=[N:12][CH:11]=2)=[CH:6][CH:5]=1)([O-:3])=[O:2]. (3) Given the reactants Cl[C:2]1[N:7]=[C:6]([S:8][CH2:9][CH3:10])[C:5]([C:11]([NH:13][CH2:14][C:15]2[CH:20]=[CH:19][CH:18]=[C:17]([F:21])[CH:16]=2)=[O:12])=[C:4]([CH3:22])[CH:3]=1.[CH3:23][NH:24][CH:25]1[CH2:30][CH2:29][O:28][CH2:27][CH2:26]1.CCN(C(C)C)C(C)C, predict the reaction product. The product is: [CH2:9]([S:8][C:6]1[C:5]([C:11]([NH:13][CH2:14][C:15]2[CH:20]=[CH:19][CH:18]=[C:17]([F:21])[CH:16]=2)=[O:12])=[C:4]([CH3:22])[CH:3]=[C:2]([N:24]([CH3:23])[CH:25]2[CH2:30][CH2:29][O:28][CH2:27][CH2:26]2)[N:7]=1)[CH3:10]. (4) Given the reactants [F:1][C:2]1[CH:7]=[C:6](B2OC(C)(C)C(C)(C)O2)[CH:5]=[CH:4][C:3]=1[C:17]1[N:18]=[CH:19][C:20]([NH2:23])=[N:21][CH:22]=1.Br[C:25]1[C:26]([S:31][CH:32]([CH3:34])[CH3:33])=[N:27][CH:28]=[CH:29][CH:30]=1, predict the reaction product. The product is: [F:1][C:2]1[CH:7]=[C:6]([C:25]2[C:26]([S:31][CH:32]([CH3:34])[CH3:33])=[N:27][CH:28]=[CH:29][CH:30]=2)[CH:5]=[CH:4][C:3]=1[C:17]1[N:18]=[CH:19][C:20]([NH2:23])=[N:21][CH:22]=1. (5) The product is: [NH2:15][CH2:14][C:13]1[CH:23]=[CH:24][C:10]([NH:9][C:4]2[CH:5]=[CH:6][CH:7]=[CH:8][C:3]=2[C:1]#[N:2])=[CH:11][CH:12]=1.[F:25][C:26]([F:31])([F:30])[C:27]([O-:29])=[O:28]. Given the reactants [C:1]([C:3]1[CH:8]=[CH:7][CH:6]=[CH:5][C:4]=1[NH:9][C:10]1[CH:24]=[CH:23][C:13]([CH2:14][NH:15]C(=O)OC(C)(C)C)=[CH:12][CH:11]=1)#[N:2].[F:25][C:26]([F:31])([F:30])[C:27]([OH:29])=[O:28], predict the reaction product. (6) Given the reactants F[C:2]1[CH:9]=[CH:8][C:5]([CH:6]=O)=[CH:4][CH:3]=1.[C:10](O)(=O)[CH2:11][C:12]([OH:14])=[O:13].N1[CH2:22][CH2:21][CH2:20][CH2:19][CH2:18]1.N1C=CC=CC=1.Cl, predict the reaction product. The product is: [C:12]([O-:14])(=[O:13])[CH:11]=[CH:6][C:5]1[CH:8]=[CH:9][CH:2]=[CH:3][CH:4]=1.[CH3:10][C:11]12[CH2:12][CH:20]([CH2:21][CH2:22]1)[CH:19]=[CH:18]2.